This data is from Catalyst prediction with 721,799 reactions and 888 catalyst types from USPTO. The task is: Predict which catalyst facilitates the given reaction. (1) Reactant: C(=O)([O-])[O-].[Na+].[Na+].[Cl:7][C:8]1[CH:13]=[CH:12][C:11]([CH:14]([C:22]#[N:23])[C:15](=[O:21])C(OCC)=O)=[CH:10][CH:9]=1.C=O. Product: [OH:21][CH2:15][CH:14]([C:11]1[CH:10]=[CH:9][C:8]([Cl:7])=[CH:13][CH:12]=1)[C:22]#[N:23]. The catalyst class is: 232. (2) Reactant: ClC(Cl)(Cl)CO[C:5](=[O:33])[NH:6][C:7]1[C:8]([CH3:32])=[C:9]([C:26]2[CH:31]=[CH:30][CH:29]=[CH:28][CH:27]=2)[C:10]2[O:14][CH2:13][CH:12]([C:15]3[CH:20]=[CH:19][C:18]([CH:21]([CH3:23])[CH3:22])=[CH:17][CH:16]=3)[C:11]=2[C:24]=1[CH3:25].[NH2:36][CH2:37][CH2:38][CH2:39][OH:40]. Product: [OH:40][CH2:39][CH2:38][CH2:37][NH:36][C:5]([NH:6][C:7]1[C:8]([CH3:32])=[C:9]([C:26]2[CH:31]=[CH:30][CH:29]=[CH:28][CH:27]=2)[C:10]2[O:14][CH2:13][CH:12]([C:15]3[CH:16]=[CH:17][C:18]([CH:21]([CH3:23])[CH3:22])=[CH:19][CH:20]=3)[C:11]=2[C:24]=1[CH3:25])=[O:33]. The catalyst class is: 195. (3) Reactant: [Cl:1][C:2]1[CH:7]=[C:6](Cl)[N:5]=[CH:4][N:3]=1.[CH2:9]([O:16][C:17]1[CH:22]=[CH:21][CH:20]=[CH:19][C:18]=1B(O)O)[C:10]1[CH:15]=[CH:14][CH:13]=[CH:12][CH:11]=1.C(COC)OC.C([O-])(O)=O.[Na+]. Product: [Cl:1][C:2]1[CH:7]=[C:6]([C:18]2[CH:19]=[CH:20][CH:21]=[CH:22][C:17]=2[O:16][CH2:9][C:10]2[CH:11]=[CH:12][CH:13]=[CH:14][CH:15]=2)[N:5]=[CH:4][N:3]=1. The catalyst class is: 189.